This data is from Reaction yield outcomes from USPTO patents with 853,638 reactions. The task is: Predict the reaction yield, written as a fraction of the theoretical maximum amount of product (1.0 means a 100% yield; for example, 0.34 means a 34% yield). (1) The reactants are C(OP([CH2:9][C:10]([O:12][CH2:13][CH3:14])=[O:11])(OCC)=O)C.[H-].[Na+].[CH3:17][N:18]1[C:22]([N:23]2[C:27]3=[N:28][CH:29]=[C:30]([CH3:32])[CH:31]=[C:26]3[CH:25]=[CH:24]2)=[C:21]([CH:33]=O)[C:20]([CH3:35])=[N:19]1.O. The catalyst is O1CCCC1. The product is [CH3:17][N:18]1[C:22]([N:23]2[C:27]3=[N:28][CH:29]=[C:30]([CH3:32])[CH:31]=[C:26]3[CH:25]=[CH:24]2)=[C:21](/[CH:33]=[CH:9]/[C:10]([O:12][CH2:13][CH3:14])=[O:11])[C:20]([CH3:35])=[N:19]1. The yield is 0.890. (2) The reactants are C(OC(=O)[NH:7][C:8]1([C:47]2[CH:52]=[CH:51][CH:50]=[CH:49][CH:48]=2)[CH2:13][CH2:12][N:11]([C:14]([C:16]2[C:17]3[C:39]([CH3:40])=[N:38][N:37](C4CCCCO4)[C:18]=3[N:19]=[C:20]([C:22]3[CH:27]=[CH:26][C:25]([O:28]CC4C=CC=CC=4)=[CH:24][C:23]=3[F:36])[CH:21]=2)=[O:15])[CH2:10][CH2:9]1)(C)(C)C. The catalyst is CO. The product is [NH2:7][C:8]1([C:47]2[CH:52]=[CH:51][CH:50]=[CH:49][CH:48]=2)[CH2:13][CH2:12][N:11]([C:14]([C:16]2[CH:21]=[C:20]([C:22]3[CH:27]=[CH:26][C:25]([OH:28])=[CH:24][C:23]=3[F:36])[N:19]=[C:18]3[NH:37][N:38]=[C:39]([CH3:40])[C:17]=23)=[O:15])[CH2:10][CH2:9]1. The yield is 0.750. (3) The reactants are Cl[C:2]1[C:3]2[C:17]([C:18]3[C:23]([CH3:24])=[CH:22][C:21]([CH3:25])=[CH:20][C:19]=3[CH3:26])=[CH:16][N:15]([CH3:27])[C:4]=2[N:5]=[C:6]([N:8]([CH2:12][CH2:13][CH3:14])[CH2:9][CH2:10][CH3:11])[N:7]=1.C(O)(=[O:30])C. The catalyst is [OH-].[Na+].O. The product is [CH2:9]([N:8]([CH2:12][CH2:13][CH3:14])[C:6]1[NH:7][C:2](=[O:30])[C:3]2[C:17]([C:18]3[C:23]([CH3:24])=[CH:22][C:21]([CH3:25])=[CH:20][C:19]=3[CH3:26])=[CH:16][N:15]([CH3:27])[C:4]=2[N:5]=1)[CH2:10][CH3:11]. The yield is 0.810. (4) The reactants are [Cl:1][C:2]1[CH:3]=[C:4]([CH:34]=[C:35]([Cl:37])[CH:36]=1)[CH2:5][NH:6][C:7]([N:9]1[CH2:14][CH2:13][N:12]2[N:15]=[C:16]([C:18]([N:20]3[CH:25]4[CH2:26][CH2:27][CH2:28][CH:21]3[CH2:22][CH:23]([C:29]([O:31]CC)=[O:30])[CH2:24]4)=[O:19])[CH:17]=[C:11]2[CH2:10]1)=[O:8].O.[OH-].[Li+].Cl. The catalyst is C1COCC1.O. The product is [Cl:37][C:35]1[CH:34]=[C:4]([CH:3]=[C:2]([Cl:1])[CH:36]=1)[CH2:5][NH:6][C:7]([N:9]1[CH2:14][CH2:13][N:12]2[N:15]=[C:16]([C:18]([N:20]3[CH:25]4[CH2:26][CH2:27][CH2:28][CH:21]3[CH2:22][CH:23]([C:29]([OH:31])=[O:30])[CH2:24]4)=[O:19])[CH:17]=[C:11]2[CH2:10]1)=[O:8]. The yield is 0.650. (5) The reactants are [Na].[CH3:2][O:3][CH2:4][CH2:5][OH:6].Cl.Cl[C:9]1[CH:18]=[C:17]2[C:12]([C:13]([NH:19][C:20]3[CH:25]=[CH:24][C:23]([Cl:26])=[CH:22][C:21]=3[F:27])=[N:14][CH:15]=[N:16]2)=[CH:11][C:10]=1[N+:28]([O-:30])=[O:29]. The catalyst is C(O)(=O)C.O. The product is [Cl:26][C:23]1[CH:24]=[CH:25][C:20]([NH:19][C:13]2[C:12]3[C:17](=[CH:18][C:9]([O:6][CH2:5][CH2:4][O:3][CH3:2])=[C:10]([N+:28]([O-:30])=[O:29])[CH:11]=3)[N:16]=[CH:15][N:14]=2)=[C:21]([F:27])[CH:22]=1. The yield is 0.600.